Dataset: Peptide-MHC class I binding affinity with 185,985 pairs from IEDB/IMGT. Task: Regression. Given a peptide amino acid sequence and an MHC pseudo amino acid sequence, predict their binding affinity value. This is MHC class I binding data. The peptide sequence is YTVRGTGKY. The MHC is HLA-A30:01 with pseudo-sequence HLA-A30:01. The binding affinity (normalized) is 0.0847.